This data is from Full USPTO retrosynthesis dataset with 1.9M reactions from patents (1976-2016). The task is: Predict the reactants needed to synthesize the given product. (1) Given the product [Br:1][C:2]1[CH:3]=[CH:4][CH:5]=[C:6]2[C:11]=1[N:10]=[C:9]([S:12][CH3:20])[N:8]([C:13]1[CH:18]=[CH:17][CH:16]=[CH:15][N:14]=1)[C:7]2=[O:19], predict the reactants needed to synthesize it. The reactants are: [Br:1][C:2]1[CH:3]=[CH:4][CH:5]=[C:6]2[C:11]=1[NH:10][C:9](=[S:12])[N:8]([C:13]1[CH:18]=[CH:17][CH:16]=[CH:15][N:14]=1)[C:7]2=[O:19].[C:20]([O-])([O-])=O.[K+].[K+].CI. (2) Given the product [CH3:9][O:8][C:6]1[CH:5]=[CH:4][C:3]2[C@H:10]3[CH2:11][N:12]([C:18]([O:20][C:21]([CH3:24])([CH3:23])[CH3:22])=[O:19])[CH2:13][C@@H:14]3[CH2:15][CH2:16][O:17][C:2]=2[CH:7]=1, predict the reactants needed to synthesize it. The reactants are: O[C:2]1[CH:7]=[C:6]([O:8][CH3:9])[CH:5]=[CH:4][C:3]=1[C@H:10]1[C@H:14]([CH2:15][CH2:16][OH:17])[CH2:13][N:12]([C:18]([O:20][C:21]([CH3:24])([CH3:23])[CH3:22])=[O:19])[CH2:11]1.OC1C=CC=C(OC)C=1[C@H]1[C@H](CCO)CN(C(OC(C)(C)C)=O)C1. (3) Given the product [CH2:23]([N:22]([CH2:21][C:18]1[CH:19]=[CH:20][N:15]=[CH:16][CH:17]=1)[C:29](=[O:30])[O:31][CH3:32])[CH2:24][CH2:25][CH2:26][CH3:27], predict the reactants needed to synthesize it. The reactants are: NCC1C=CN=CC=1.C(I)CCCC.[N:15]1[CH:20]=[CH:19][C:18]([CH2:21][NH:22][CH2:23][CH2:24][CH2:25][CH2:26][CH3:27])=[CH:17][CH:16]=1.Cl[C:29]([O:31][CH3:32])=[O:30]. (4) Given the product [C:74]1([C:67]([C:68]2[CH:69]=[CH:70][CH:71]=[CH:72][CH:73]=2)=[N:80][C:2]2[CH:18]=[CH:17][C:5]([O:6][C:7]3[N:11]([CH3:12])[C:10]4[CH:13]=[CH:14][CH:15]=[CH:16][C:9]=4[N:8]=3)=[CH:4][CH:3]=2)[CH:75]=[CH:76][CH:77]=[CH:78][CH:79]=1, predict the reactants needed to synthesize it. The reactants are: Br[C:2]1[CH:18]=[CH:17][C:5]([O:6][C:7]2[N:11]([CH3:12])[C:10]3[CH:13]=[CH:14][CH:15]=[CH:16][C:9]=3[N:8]=2)=[CH:4][CH:3]=1.CC(C)([O-])C.[Na+].CC1(C)C2C(=C(P(C3C=CC=CC=3)C3C=CC=CC=3)C=CC=2)OC2C(P(C3C=CC=CC=3)C3C=CC=CC=3)=CC=CC1=2.[C:67](=[NH:80])([C:74]1[CH:79]=[CH:78][CH:77]=[CH:76][CH:75]=1)[C:68]1[CH:73]=[CH:72][CH:71]=[CH:70][CH:69]=1. (5) Given the product [OH:19][N:18]=[C:2]([CH3:4])[CH2:1][C:5]1[CH:6]=[CH:7][C:8]([O:15][CH3:16])=[C:9]([S:11]([NH2:14])(=[O:13])=[O:12])[CH:10]=1, predict the reactants needed to synthesize it. The reactants are: [CH2:1]([C:5]1[CH:6]=[CH:7][C:8]([O:15][CH3:16])=[C:9]([S:11]([NH2:14])(=[O:13])=[O:12])[CH:10]=1)[C:2]([CH3:4])=O.Cl.[NH2:18][OH:19].C(N(CC)CC)C. (6) Given the product [NH2:8][C:7]1[C:6]([CH3:11])=[CH:5][C:4]([C:12]([N:14]2[CH2:15][CH2:16][O:17][CH2:18][CH2:19]2)=[O:13])=[CH:3][C:2]=1[CH3:1], predict the reactants needed to synthesize it. The reactants are: [CH3:1][C:2]1[CH:3]=[C:4]([C:12]([N:14]2[CH2:19][CH2:18][O:17][CH2:16][CH2:15]2)=[O:13])[CH:5]=[C:6]([CH3:11])[C:7]=1[N+:8]([O-])=O.[H][H].